The task is: Predict which catalyst facilitates the given reaction.. This data is from Catalyst prediction with 721,799 reactions and 888 catalyst types from USPTO. (1) Reactant: Br[CH2:2][C:3]([NH:5][CH2:6][C:7]#[CH:8])=[O:4].[N+:9]([C:12]1[N:13](CC#C)[CH:14]=[CH:15][N:16]=1)([O-:11])=[O:10].C([O-])([O-])=O.[K+].[K+]. Product: [N+:9]([C:12]1[N:13]([CH2:2][C:3]([NH:5][CH2:6][C:7]#[CH:8])=[O:4])[CH:14]=[CH:15][N:16]=1)([O-:11])=[O:10]. The catalyst class is: 18. (2) Reactant: [Cl:1][C:2]1[C:7]2[CH:8]3[N:13]([CH:14]([CH:16]([CH3:18])[CH3:17])[CH2:15][C:6]=2[CH:5]=[C:4]([O:25][CH2:26][CH2:27][CH2:28][O:29][CH3:30])[C:3]=1[F:31])[CH:12]=[C:11]([C:19]([O:21][CH2:22][CH3:23])=[O:20])[C:10](=[O:24])[CH2:9]3.C1(Cl)C(=O)C(Cl)=C(Cl)C(=O)C=1Cl. Product: [Cl:1][C:2]1[C:7]2[C:8]3[N:13]([CH:14]([CH:16]([CH3:18])[CH3:17])[CH2:15][C:6]=2[CH:5]=[C:4]([O:25][CH2:26][CH2:27][CH2:28][O:29][CH3:30])[C:3]=1[F:31])[CH:12]=[C:11]([C:19]([O:21][CH2:22][CH3:23])=[O:20])[C:10](=[O:24])[CH:9]=3. The catalyst class is: 57. (3) Reactant: Cl[C:2]1[CH:7]=[CH:6][C:5]([S:8]([CH3:11])(=[O:10])=[O:9])=[CH:4][C:3]=1[N+:12]([O-:14])=[O:13].[NH2:15][C:16]1[CH:21]=[CH:20][C:19]([CH2:22][CH2:23][OH:24])=[CH:18][CH:17]=1.C([O-])([O-])=O.[Na+].[Na+]. Product: [CH3:11][S:8]([C:5]1[CH:6]=[CH:7][C:2]([NH:15][C:16]2[CH:21]=[CH:20][C:19]([CH2:22][CH2:23][OH:24])=[CH:18][CH:17]=2)=[C:3]([N+:12]([O-:14])=[O:13])[CH:4]=1)(=[O:10])=[O:9]. The catalyst class is: 8. (4) Reactant: C([O:3][C:4]([C:6]1[N:7]=[C:8]([CH:11]2[CH2:16][CH2:15][N:14]([CH:17]([CH3:19])[CH3:18])[CH2:13][CH2:12]2)[S:9][CH:10]=1)=[O:5])C.Cl. Product: [CH:17]([N:14]1[CH2:13][CH2:12][CH:11]([C:8]2[S:9][CH:10]=[C:6]([C:4]([OH:5])=[O:3])[N:7]=2)[CH2:16][CH2:15]1)([CH3:19])[CH3:18]. The catalyst class is: 6. (5) Reactant: [CH3:1][O:2][C:3](=[O:23])[CH2:4][CH2:5][C:6]1[CH:11]=[C:10]([O:12][Si](C(C)(C)C)(C)C)[CH:9]=[CH:8][C:7]=1[CH:20]1[CH2:22][CH2:21]1.[F-].C([N+](CCCC)(CCCC)CCCC)CCC. Product: [CH3:1][O:2][C:3](=[O:23])[CH2:4][CH2:5][C:6]1[CH:11]=[C:10]([OH:12])[CH:9]=[CH:8][C:7]=1[CH:20]1[CH2:21][CH2:22]1. The catalyst class is: 1.